This data is from Catalyst prediction with 721,799 reactions and 888 catalyst types from USPTO. The task is: Predict which catalyst facilitates the given reaction. (1) Reactant: O1[C:5]2([CH2:10][CH2:9][C:8]([C:11]3[S:19][C:18]4[C:13](=[N:14][CH:15]=[CH:16][C:17]=4[O:20][C:21]4[CH:26]=[CH:25][C:24]([NH:27][C:28]([C:30]5[C:31](=[O:43])[N:32]([C:36]6[CH:41]=[CH:40][C:39]([F:42])=[CH:38][CH:37]=6)[N:33]=[CH:34][CH:35]=5)=[O:29])=[CH:23][C:22]=4[F:44])[CH:12]=3)=[CH:7][CH2:6]2)[O:4]CC1. Product: [F:44][C:22]1[CH:23]=[C:24]([NH:27][C:28]([C:30]2[C:31](=[O:43])[N:32]([C:36]3[CH:37]=[CH:38][C:39]([F:42])=[CH:40][CH:41]=3)[N:33]=[CH:34][CH:35]=2)=[O:29])[CH:25]=[CH:26][C:21]=1[O:20][C:17]1[CH:16]=[CH:15][N:14]=[C:13]2[CH:12]=[C:11]([C:8]3[CH2:9][CH2:10][C:5](=[O:4])[CH2:6][CH:7]=3)[S:19][C:18]=12. The catalyst class is: 67. (2) Reactant: [CH3:1][CH2:2][C@@H:3]1[C@@H:8]2[N:9]3[CH2:11][CH2:12][C:13]4[C:17]5[CH:18]=[C:19]([O:22]C)[CH:20]=[CH:21][C:16]=5[NH:15][C:14]=4[C@@H:7]2[CH2:6][C@H:5]([CH2:10]3)[CH2:4]1.[ClH:24].[CH3:25][CH2:26][C@@H:27]1[C@@H:32]2[N:33]3[CH2:35][CH2:36][C:37]4[C:41]5[CH:42]=[C:43]([O:46]C)[CH:44]=[CH:45][C:40]=5[NH:39][C:38]=4[C@@H:31]2[CH2:30][C@@H:29]([CH2:34]3)[CH2:28]1.C(=O)([O-])[O-].[K+].[K+].CC[C@H]1C2N3CCC4C5C=C(O)C=CC=5NC=4[C@H]2CC(C3)C1.Br.B(Br)(Br)[Br:78]. Product: [CH3:1][CH2:2][C@H:3]1[CH:8]2[N:9]3[CH2:11][CH2:12][C:13]4[C:17]5[CH:18]=[C:19]([OH:22])[CH:20]=[CH:21][C:16]=5[NH:15][C:14]=4[CH:7]2[CH2:6][C@@H:5]([CH2:10]3)[CH2:4]1.[ClH:24].[CH3:25][CH2:26][C@H:27]1[CH:32]2[N:33]3[CH2:35][CH2:36][C:37]4[C:41]5[CH:42]=[C:43]([OH:46])[CH:44]=[CH:45][C:40]=5[NH:39][C:38]=4[C@H:31]2[CH2:30][CH:29]([CH2:34]3)[CH2:28]1.[BrH:78]. The catalyst class is: 61. (3) Reactant: [Br:1][C:2]1[CH:10]=[C:9]2[C:5]([C:6](=O)[CH2:7][C:8]32[CH2:12][CH2:11]3)=[CH:4][CH:3]=1.Cl.[NH2:15][OH:16].CC([O-])=O.[Na+]. Product: [Br:1][C:2]1[CH:10]=[C:9]2[C:5](/[C:6](=[N:15]/[OH:16])/[CH2:7][C:8]32[CH2:12][CH2:11]3)=[CH:4][CH:3]=1. The catalyst class is: 5. (4) Reactant: Cl[CH2:2]/[CH:3]=[CH:4]\[CH3:5].C(Cl)Cl.[CH3:9][C@H:10]1[CH2:14][CH2:13][CH2:12][NH:11]1.[OH-].[Na+]. Product: [CH2:2]([N:11]1[CH2:12][CH2:13][CH2:14][C@@H:10]1[CH3:9])/[CH:3]=[CH:4]\[CH3:5]. The catalyst class is: 6. (5) Reactant: [F:1][C:2]1[CH:7]=[C:6]([O:8][C:9]2[CH:14]=[CH:13][N:12]=[C:11]([NH:15][C:16]([N:18]3[CH2:21][CH:20]([OH:22])[CH2:19]3)=[O:17])[CH:10]=2)[C:5]([F:23])=[CH:4][C:3]=1[NH:24][C:25]([C:27]1([C:30]([O:32]CC2C=CC=CC=2)=[O:31])[CH2:29][CH2:28]1)=[O:26].CO.[H][H].[CH2:44]([N:46]([CH2:49][CH3:50])[CH2:47][CH3:48])[CH3:45]. Product: [CH2:44]([N:46]([CH2:49][CH3:50])[CH2:47][CH3:48])[CH3:45].[F:1][C:2]1[CH:7]=[C:6]([O:8][C:9]2[CH:14]=[CH:13][N:12]=[C:11]([NH:15][C:16]([N:18]3[CH2:19][CH:20]([OH:22])[CH2:21]3)=[O:17])[CH:10]=2)[C:5]([F:23])=[CH:4][C:3]=1[NH:24][C:25]([C:27]1([C:30]([OH:32])=[O:31])[CH2:29][CH2:28]1)=[O:26]. The catalyst class is: 312.